This data is from Full USPTO retrosynthesis dataset with 1.9M reactions from patents (1976-2016). The task is: Predict the reactants needed to synthesize the given product. (1) Given the product [Br:27][CH:4]([C:5]1[CH:10]=[CH:9][CH:8]=[CH:7][C:6]=1[F:11])[C:12]([CH:14]1[CH2:22][CH2:24]1)=[O:13], predict the reactants needed to synthesize it. The reactants are: C1([CH:4]([C:12]([CH:14]([CH:22]2[CH2:24]C2)C2C=CC=CC=2F)=[O:13])[C:5]2[CH:10]=[CH:9][CH:8]=[CH:7][C:6]=2[F:11])CC1.OO.[BrH:27].S([O-])([O-])(=O)=O.[Na+].[Na+]. (2) Given the product [C:22]([O:26][C:27](=[O:48])[NH:28][C:29]1([C:33]2[CH:34]=[CH:35][C:36]([C:13]3[C:12]([C:16]4[CH:21]=[CH:20][CH:19]=[CH:18][CH:17]=4)=[CH:11][N:6]4[N:7]=[C:8]5[C:4]([CH:3]=[C:2]([Br:1])[CH:10]=[CH:9]5)=[C:5]4[N:14]=3)=[CH:37][CH:38]=2)[CH2:30][CH2:31][CH2:32]1)([CH3:25])([CH3:23])[CH3:24], predict the reactants needed to synthesize it. The reactants are: [Br:1][C:2]1[CH:10]=[CH:9][C:8]2[C:4](=[C:5]3[N:14]=[C:13](Cl)[C:12]([C:16]4[CH:21]=[CH:20][CH:19]=[CH:18][CH:17]=4)=[CH:11][N:6]3[N:7]=2)[CH:3]=1.[C:22]([O:26][C:27](=[O:48])[NH:28][C:29]1([C:33]2[CH:38]=[CH:37][C:36](B3OC(C)(C)C(C)(C)O3)=[CH:35][CH:34]=2)[CH2:32][CH2:31][CH2:30]1)([CH3:25])([CH3:24])[CH3:23].C(=O)([O-])[O-].[Na+].[Na+]. (3) Given the product [Cl:1][C:2]1[CH:7]=[CH:6][CH:5]=[CH:4][C:3]=1[C:8]1[N:13]=[C:12]([C:14]([NH:21][C:20]([CH3:23])([CH3:22])[C:19]([O:18][CH3:17])=[O:24])=[O:16])[CH:11]=[CH:10][CH:9]=1, predict the reactants needed to synthesize it. The reactants are: [Cl:1][C:2]1[CH:7]=[CH:6][CH:5]=[CH:4][C:3]=1[C:8]1[N:13]=[C:12]([C:14]([OH:16])=O)[CH:11]=[CH:10][CH:9]=1.[CH3:17][O:18][C:19](=[O:24])[C:20]([CH3:23])([CH3:22])[NH2:21]. (4) Given the product [Br:1][C:2]1[CH:3]=[CH:4][C:5]2[S:11][C:12]([C:14]3[CH:19]=[CH:18][CH:17]=[CH:16][N:15]=3)=[N:13][C:7](=[O:9])[C:6]=2[CH:10]=1, predict the reactants needed to synthesize it. The reactants are: [Br:1][C:2]1[CH:3]=[CH:4][C:5]([SH:11])=[C:6]([CH:10]=1)[C:7]([OH:9])=O.[C:12]([C:14]1[CH:19]=[CH:18][CH:17]=[CH:16][N:15]=1)#[N:13]. (5) The reactants are: [OH:1][CH2:2][CH2:3][C:4]1[CH:9]=[CH:8][CH:7]=[CH:6][CH:5]=1.[H-].[Na+].CS(O[CH2:17][C:18]1[CH:23]=[CH:22][CH:21]=[C:20]([CH2:24][CH2:25][O:26][CH:27]2[CH2:32][CH2:31][CH2:30][CH2:29][O:28]2)[CH:19]=1)(=O)=O. Given the product [C:4]1([CH2:3][CH2:2][O:1][CH2:17][C:18]2[CH:19]=[C:20]([CH2:24][CH2:25][O:26][CH:27]3[CH2:32][CH2:31][CH2:30][CH2:29][O:28]3)[CH:21]=[CH:22][CH:23]=2)[CH:9]=[CH:8][CH:7]=[CH:6][CH:5]=1, predict the reactants needed to synthesize it. (6) Given the product [CH2:22]([O:21][P:16]([CH2:15][NH:8][CH2:9][C:10]([O:12][CH2:13][CH3:14])=[O:11])([O:18][CH2:19][CH3:20])=[O:17])[CH3:23], predict the reactants needed to synthesize it. The reactants are: C([N:8]([CH2:15][P:16]([O:21][CH2:22][CH3:23])([O:18][CH2:19][CH3:20])=[O:17])[CH2:9][C:10]([O:12][CH2:13][CH3:14])=[O:11])C1C=CC=CC=1. (7) Given the product [F:1][C:2]1[CH:21]=[C:20]([N+:22]([O-:24])=[O:23])[CH:19]=[CH:18][C:3]=1[O:4][C:5]1[C:14]2[C:9](=[CH:10][C:11]([O:17][CH2:32][CH2:33][CH2:34][NH:35][C:36](=[O:42])[O:37][C:38]([CH3:41])([CH3:40])[CH3:39])=[C:12]([O:15][CH3:16])[CH:13]=2)[N:8]=[CH:7][CH:6]=1, predict the reactants needed to synthesize it. The reactants are: [F:1][C:2]1[CH:21]=[C:20]([N+:22]([O-:24])=[O:23])[CH:19]=[CH:18][C:3]=1[O:4][C:5]1[C:14]2[C:9](=[CH:10][C:11]([OH:17])=[C:12]([O:15][CH3:16])[CH:13]=2)[N:8]=[CH:7][CH:6]=1.C(=O)([O-])[O-].[K+].[K+].Br[CH2:32][CH2:33][CH2:34][NH:35][C:36](=[O:42])[O:37][C:38]([CH3:41])([CH3:40])[CH3:39].CCOC(C)=O. (8) Given the product [Br:12][C:13]1[CH:14]=[C:15]([CH:18]=[CH:19][CH:20]=1)[CH2:16][N:8]1[CH:7]=[N:6][C:5]2[C:9]1=[N:10][C:2]([Cl:1])=[N:3][C:4]=2[NH2:11], predict the reactants needed to synthesize it. The reactants are: [Cl:1][C:2]1[N:10]=[C:9]2[C:5]([NH:6][CH:7]=[N:8]2)=[C:4]([NH2:11])[N:3]=1.[Br:12][C:13]1[CH:14]=[C:15]([CH:18]=[CH:19][CH:20]=1)[CH2:16]Br.C(=O)([O-])[O-].[K+].[K+]. (9) Given the product [CH3:35][C:12]1[CH:13]=[C:14]([O:17][CH2:18][C:19]2[S:23][C:22]([C:24]3[CH:25]=[CH:26][C:27]([C:30]([F:33])([F:32])[F:31])=[CH:28][CH:29]=3)=[N:21][C:20]=2[CH3:34])[CH:15]=[CH:16][C:11]=1[CH2:10][CH:4]([CH2:5][CH2:6][CH2:7][CH2:8][CH3:9])[C:3]([OH:36])=[O:2], predict the reactants needed to synthesize it. The reactants are: C[O:2][C:3](=[O:36])[CH:4]([CH2:10][C:11]1[CH:16]=[CH:15][C:14]([O:17][CH2:18][C:19]2[S:23][C:22]([C:24]3[CH:29]=[CH:28][C:27]([C:30]([F:33])([F:32])[F:31])=[CH:26][CH:25]=3)=[N:21][C:20]=2[CH3:34])=[CH:13][C:12]=1[CH3:35])[CH2:5][CH2:6][CH2:7][CH2:8][CH3:9].[OH-].[Na+].